This data is from Reaction yield outcomes from USPTO patents with 853,638 reactions. The task is: Predict the reaction yield, written as a fraction of the theoretical maximum amount of product (1.0 means a 100% yield; for example, 0.34 means a 34% yield). (1) The reactants are C1(P(C2C=CC=CC=2)C2C=CC=CC=2)C=CC=CC=1.BrN1C(=O)CCC1=O.[CH:28]1([CH2:33][CH:34]([C:38]2[CH:43]=[CH:42][C:41]([S:44]([CH2:47][CH3:48])(=[O:46])=[O:45])=[CH:40][CH:39]=2)[C:35]([OH:37])=O)[CH2:32][CH2:31][CH2:30][CH2:29]1.[NH2:49][C:50]1[CH:55]=[CH:54][CH:53]=[CH:52][N:51]=1. The catalyst is C(Cl)Cl. The product is [CH:28]1([CH2:33][CH:34]([C:38]2[CH:43]=[CH:42][C:41]([S:44]([CH2:47][CH3:48])(=[O:46])=[O:45])=[CH:40][CH:39]=2)[C:35]([NH:49][C:50]2[CH:55]=[CH:54][CH:53]=[CH:52][N:51]=2)=[O:37])[CH2:29][CH2:30][CH2:31][CH2:32]1. The yield is 0.500. (2) The reactants are [CH3:1][C:2]1[O:6][N:5]=[C:4]([C:7]2[CH:12]=[CH:11][CH:10]=[CH:9][CH:8]=2)[C:3]=1[C:13]([NH:15][NH2:16])=[O:14].[Cl:17][C:18]1[CH:19]=[C:20]([CH:24]=[CH:25][N:26]=1)[C:21](O)=O. No catalyst specified. The product is [Cl:17][C:18]1[CH:19]=[C:20]([C:21]2[O:14][C:13]([C:3]3[C:4]([C:7]4[CH:12]=[CH:11][CH:10]=[CH:9][CH:8]=4)=[N:5][O:6][C:2]=3[CH3:1])=[N:15][N:16]=2)[CH:24]=[CH:25][N:26]=1. The yield is 0.470.